This data is from Catalyst prediction with 721,799 reactions and 888 catalyst types from USPTO. The task is: Predict which catalyst facilitates the given reaction. The catalyst class is: 12. Product: [C:1]([C:5]1[CH:10]=[CH:9][C:8]([N:11]2[C:15](=[O:16])[C:14]([CH3:18])([CH3:17])[N:13]([CH2:19][C:20]3[CH:25]=[CH:24][N:23]=[C:22]([NH:28][C:27]([N:31]4[CH2:35][CH2:34][CH2:33][CH2:32]4)=[O:26])[CH:21]=3)[C:12]2=[O:30])=[CH:7][CH:6]=1)([CH3:4])([CH3:3])[CH3:2]. Reactant: [C:1]([C:5]1[CH:10]=[CH:9][C:8]([N:11]2[C:15](=[O:16])[C:14]([CH3:18])([CH3:17])[N:13]([CH2:19][C:20]3[CH:25]=[CH:24][N:23]4[O:26][C:27](=S)[N:28]=[C:22]4[CH:21]=3)[C:12]2=[O:30])=[CH:7][CH:6]=1)([CH3:4])([CH3:3])[CH3:2].[NH:31]1[CH2:35][CH2:34][CH2:33][CH2:32]1.